From a dataset of Reaction yield outcomes from USPTO patents with 853,638 reactions. Predict the reaction yield, written as a fraction of the theoretical maximum amount of product (1.0 means a 100% yield; for example, 0.34 means a 34% yield). (1) The reactants are C([O:8][C:9]1[CH:10]=[C:11]([C:15]2[C:16]3[O:23][C:22]([CH:24]([O:28][CH2:29][CH3:30])[O:25][CH2:26][CH3:27])=[CH:21][C:17]=3[CH:18]=[N:19][CH:20]=2)[CH:12]=[CH:13][CH:14]=1)C1C=CC=CC=1. The catalyst is C(OCC)(=O)C.[Pd]. The product is [CH2:29]([O:28][CH:24]([O:25][CH2:26][CH3:27])[C:22]1[O:23][C:16]2[C:15]([C:11]3[CH:10]=[C:9]([OH:8])[CH:14]=[CH:13][CH:12]=3)=[CH:20][N:19]=[CH:18][C:17]=2[CH:21]=1)[CH3:30]. The yield is 0.910. (2) The reactants are Br.[OH:2][C:3]1[N:4]=[C:5]([C:18]2[C:19]([CH3:26])=[N:20][N:21]3[CH:25]=[CH:24][S:23][C:22]=23)[S:6][C:7]=1[C:8]([O:10][CH2:11][C:12]1[CH:17]=[CH:16][CH:15]=[CH:14][CH:13]=1)=[O:9].[F:27][C:28]([F:41])([F:40])[S:29](O[S:29]([C:28]([F:41])([F:40])[F:27])(=[O:31])=[O:30])(=[O:31])=[O:30].C(=O)(O)[O-].[Na+].C(OCC)(=O)C. The catalyst is N1C=CC=CC=1. The product is [CH3:26][C:19]1[C:18]([C:5]2[S:6][C:7]([C:8]([O:10][CH2:11][C:12]3[CH:13]=[CH:14][CH:15]=[CH:16][CH:17]=3)=[O:9])=[C:3]([O:2][S:29]([C:28]([F:41])([F:40])[F:27])(=[O:31])=[O:30])[N:4]=2)=[C:22]2[S:23][CH:24]=[CH:25][N:21]2[N:20]=1. The yield is 0.900. (3) The reactants are [CH3:1][C:2](C)([O-:4])C.[K+].[CH3:7][C:8]([CH:10]1[CH2:12][CH2:11]1)=[O:9].C(OCC)(=O)C. The catalyst is C1COCC1. The product is [CH:10]1([C:8](=[O:9])[CH2:7][C:2](=[O:4])[CH3:1])[CH2:12][CH2:11]1. The yield is 0.700. (4) The reactants are [F:1][C:2]([F:7])(F)[C:3]([OH:5])=[O:4].[OH2:8].[C:9](#N)[CH3:10].[C:12](OCC)(=[O:14])C. No catalyst specified. The product is [F:1][C:2]1([F:7])[C@H:12]([OH:14])[C@@H:9]([CH2:10][OH:8])[O:5][C:3]1=[O:4]. The yield is 0.999. (5) The yield is 0.760. The product is [Br:1][C:2]1[CH:3]=[C:4]([CH:13]2[CH2:15][CH2:14]2)[C:5]([O:9][CH2:10][CH2:11][CH3:12])=[C:6]([NH:7][C:26]([NH:25][C:22]2[CH:23]=[CH:24][C:19]([CH:16]3[CH2:17][CH2:18]3)=[CH:20][CH:21]=2)=[O:27])[CH:8]=1. The reactants are [Br:1][C:2]1[CH:3]=[C:4]([CH:13]2[CH2:15][CH2:14]2)[C:5]([O:9][CH2:10][CH2:11][CH3:12])=[C:6]([CH:8]=1)[NH2:7].[CH:16]1([C:19]2[CH:24]=[CH:23][C:22]([N:25]=[C:26]=[O:27])=[CH:21][CH:20]=2)[CH2:18][CH2:17]1. The catalyst is O1CCCC1.O.C(Cl)Cl.